From a dataset of CYP2C19 inhibition data for predicting drug metabolism from PubChem BioAssay. Regression/Classification. Given a drug SMILES string, predict its absorption, distribution, metabolism, or excretion properties. Task type varies by dataset: regression for continuous measurements (e.g., permeability, clearance, half-life) or binary classification for categorical outcomes (e.g., BBB penetration, CYP inhibition). Dataset: cyp2c19_veith. The compound is COc1ccc(-c2nc3cnc(Oc4ccccc4)nc3n(Cc3cccs3)c2=O)cc1. The result is 0 (non-inhibitor).